From a dataset of Forward reaction prediction with 1.9M reactions from USPTO patents (1976-2016). Predict the product of the given reaction. (1) Given the reactants [CH3:1][N:2]1[C:6]([C:7](Cl)=[O:8])=[C:5]([CH3:10])[C:4]([C:11]2[CH:16]=[CH:15][C:14]([O:17][CH2:18][C:19]3[C:24]([N:25]4[C:29](=[O:30])[N:28]([CH3:31])[N:27]=[N:26]4)=[CH:23][CH:22]=[CH:21][C:20]=3[CH3:32])=[C:13]([CH3:33])[CH:12]=2)=[N:3]1.[NH3:34], predict the reaction product. The product is: [CH3:32][C:20]1[C:19]([CH2:18][O:17][C:14]2[CH:15]=[CH:16][C:11]([C:4]3[C:5]([CH3:10])=[C:6]([C:7]([NH2:34])=[O:8])[N:2]([CH3:1])[N:3]=3)=[CH:12][C:13]=2[CH3:33])=[C:24]([N:25]2[C:29](=[O:30])[N:28]([CH3:31])[N:27]=[N:26]2)[CH:23]=[CH:22][CH:21]=1. (2) The product is: [Cl:36][C:34]1[CH:35]=[C:27]2[C:28](=[CH:32][CH:33]=1)[C:29](=[O:30])[N:5]([CH2:6][C:7]1[CH:8]=[CH:9][C:10]([S:13]([NH2:16])(=[O:14])=[O:15])=[CH:11][CH:12]=1)[C:4]([C:3](=[O:2])[CH2:17][CH3:18])=[C:19]2[C:20]1[CH:25]=[CH:24][CH:23]=[CH:22][CH:21]=1. Given the reactants Cl.[OH:2][CH:3]([CH2:17][CH3:18])[CH2:4][NH:5][CH2:6][C:7]1[CH:12]=[CH:11][C:10]([S:13]([NH2:16])(=[O:15])=[O:14])=[CH:9][CH:8]=1.[C:19]([C:27]1[CH:35]=[C:34]([Cl:36])[CH:33]=[CH:32][C:28]=1[C:29](O)=[O:30])(=O)[C:20]1[CH:25]=[CH:24][CH:23]=[CH:22][CH:21]=1, predict the reaction product. (3) Given the reactants [Cl:1][C:2]1[CH:10]=[CH:9][CH:8]=[C:7]([Cl:11])[C:3]=1[C:4]([OH:6])=O.ON1C2C=CC=CC=2N=N1.C1(N=C=NC2CCCCC2)CCCCC1.[NH2:37][CH:38]([C:47]1[CH:52]=[CH:51][CH:50]=[CH:49][CH:48]=1)[C:39]1([N:44]([CH3:46])[CH3:45])[CH2:43][CH2:42][CH2:41][CH2:40]1.C(N(C(C)C)CC)(C)C.C(O)C(N)(CO)CO, predict the reaction product. The product is: [Cl:11][C:7]1[CH:8]=[CH:9][CH:10]=[C:2]([Cl:1])[C:3]=1[C:4]([NH:37][CH:38]([C:39]1([N:44]([CH3:46])[CH3:45])[CH2:43][CH2:42][CH2:41][CH2:40]1)[C:47]1[CH:52]=[CH:51][CH:50]=[CH:49][CH:48]=1)=[O:6]. (4) Given the reactants C[N:2](C(ON1N=NC2C=CC=NC1=2)=[N+](C)C)C.F[P-](F)(F)(F)(F)F.C(N(CC)CC)C.[C:32]([C:34]1[C@@H:39]([C:40]2[CH:45]=[CH:44][C:43]([C:46]#[N:47])=[CH:42][CH:41]=2)[N:38]2[N:48]=[C:49]([NH:51][CH2:52][C:53](O)=[O:54])[N:50]=[C:37]2[N:36]([C:56]2[CH:61]=[CH:60][CH:59]=[C:58]([C:62]([F:65])([F:64])[F:63])[CH:57]=2)[C:35]=1[CH3:66])#[N:33].N.O1CCOCC1, predict the reaction product. The product is: [C:32]([C:34]1[C@@H:39]([C:40]2[CH:45]=[CH:44][C:43]([C:46]#[N:47])=[CH:42][CH:41]=2)[N:38]2[N:48]=[C:49]([NH:51][CH2:52][C:53]([NH2:2])=[O:54])[N:50]=[C:37]2[N:36]([C:56]2[CH:61]=[CH:60][CH:59]=[C:58]([C:62]([F:65])([F:63])[F:64])[CH:57]=2)[C:35]=1[CH3:66])#[N:33].